From a dataset of Experimentally validated miRNA-target interactions with 360,000+ pairs, plus equal number of negative samples. Binary Classification. Given a miRNA mature sequence and a target amino acid sequence, predict their likelihood of interaction. The miRNA is hsa-miR-374c-3p with sequence CACUUAGCAGGUUGUAUUAUAU. The protein sequence of the target gene is METSASATASEKQEAKSGILEAAGFPDPGKKASPLVVAAAAAAAVAAQGVPQHLLPPFHAPLPIDMRHQEGRYHYEPHSVHGVHGPPALSGSPVISDISLIRLSPHPAGPGESPFNAPHPYVNPHMEHYLRSVHSSPTLSMISAARGLSPADVAQEHLKERGLFGLPAPGTTPSDYYHQMTLVAGHPAPYGDLLMQSGGAASAPHLHDYLNPVDVSRFSSPRVTPRLSRKRALSISPLSDASLDLQRMIRTSPNSLVAYINNSRSSSAASGSYGHLSAGALSPAFTFPHPINPVAYQQIL.... Result: 0 (no interaction).